This data is from Catalyst prediction with 721,799 reactions and 888 catalyst types from USPTO. The task is: Predict which catalyst facilitates the given reaction. (1) Reactant: Br[C:2]1[CH:7]=[CH:6][CH:5]=[C:4]([Br:8])[N:3]=1.Cl.[C@H:10]1([NH2:18])[C:12]2([CH2:17][CH2:16][O:15][CH2:14][CH2:13]2)[CH2:11]1.C(=O)([O-])[O-].[K+].[K+]. Product: [Br:8][C:4]1[N:3]=[C:2]([NH:18][C@H:10]2[C:12]3([CH2:17][CH2:16][O:15][CH2:14][CH2:13]3)[CH2:11]2)[CH:7]=[CH:6][CH:5]=1. The catalyst class is: 296. (2) Reactant: Br[C:2]1[CH:7]=[CH:6][CH:5]=[CH:4][C:3]=1[C:8]([F:11])([F:10])[F:9].C([Li])CCC.[O:17]=[C:18]1[CH2:23][CH2:22][N:21]([C:24]([O:26][C:27]([CH3:30])([CH3:29])[CH3:28])=[O:25])[CH2:20][CH2:19]1. Product: [OH:17][C:18]1([C:2]2[CH:7]=[CH:6][CH:5]=[CH:4][C:3]=2[C:8]([F:11])([F:10])[F:9])[CH2:19][CH2:20][N:21]([C:24]([O:26][C:27]([CH3:30])([CH3:29])[CH3:28])=[O:25])[CH2:22][CH2:23]1. The catalyst class is: 134. (3) Reactant: [F:1][C:2]([F:18])([F:17])[C:3]([N:5]1[CH2:14][CH2:13][C:12]2[C:7](=[CH:8][CH:9]=[C:10]([CH:15]=O)[CH:11]=2)[CH2:6]1)=[O:4].[NH:19]1[CH2:22][CH2:21][CH2:20]1.C(O[BH-](OC(=O)C)OC(=O)C)(=O)C.[Na+].C(=O)([O-])O.[Na+]. Product: [N:19]1([CH2:15][C:10]2[CH:11]=[C:12]3[C:7](=[CH:8][CH:9]=2)[CH2:6][N:5]([C:3](=[O:4])[C:2]([F:18])([F:17])[F:1])[CH2:14][CH2:13]3)[CH2:22][CH2:21][CH2:20]1. The catalyst class is: 26. (4) Reactant: [NH2:1][C:2]1[CH:7]=[CH:6][C:5]([S:8]([N:11]([CH2:16][C@H:17]2[O:21]C(C)(C)[N:19]([C:24]([O:26][C@H:27]3[C@H:34]4[C@H:30]([O:31][CH2:32][CH2:33]4)[O:29][CH2:28]3)=[O:25])[C@H:18]2[CH2:35][C:36]2[CH:41]=[CH:40][C:39]([O:42][CH2:43][C:44]3[CH:49]=[CH:48][CH:47]=[C:46]([C:50]#[N:51])[CH:45]=3)=[CH:38][CH:37]=2)[CH2:12][CH:13]([CH3:15])[CH3:14])(=[O:10])=[O:9])=[CH:4][CH:3]=1.Cl.C([O-])([O-])=O.[Na+].[Na+]. Product: [NH2:1][C:2]1[CH:3]=[CH:4][C:5]([S:8]([N:11]([CH2:12][CH:13]([CH3:15])[CH3:14])[CH2:16][C@@H:17]([OH:21])[C@@H:18]([NH:19][C:24](=[O:25])[O:26][C@H:27]2[C@H:34]3[C@H:30]([O:31][CH2:32][CH2:33]3)[O:29][CH2:28]2)[CH2:35][C:36]2[CH:41]=[CH:40][C:39]([O:42][CH2:43][C:44]3[CH:49]=[CH:48][CH:47]=[C:46]([C:50]#[N:51])[CH:45]=3)=[CH:38][CH:37]=2)(=[O:9])=[O:10])=[CH:6][CH:7]=1. The catalyst class is: 38.